This data is from Forward reaction prediction with 1.9M reactions from USPTO patents (1976-2016). The task is: Predict the product of the given reaction. (1) Given the reactants [N:1]1[CH:2]=[CH:3][N:4]2[CH:9]=[C:8]([C:10]3[CH:15]=[CH:14][C:13]([C:16]([N:18]4[CH2:23][CH2:22][N:21]([CH3:24])[CH2:20][CH2:19]4)=[O:17])=[CH:12][CH:11]=3)[N:7]=[CH:6][C:5]=12.[Br:25]N1C(=O)CCC1=O, predict the reaction product. The product is: [Br:25][C:3]1[N:4]2[CH:9]=[C:8]([C:10]3[CH:15]=[CH:14][C:13]([C:16]([N:18]4[CH2:23][CH2:22][N:21]([CH3:24])[CH2:20][CH2:19]4)=[O:17])=[CH:12][CH:11]=3)[N:7]=[CH:6][C:5]2=[N:1][CH:2]=1. (2) Given the reactants [NH2:1][C:2]1[CH:7]=[C:6]([O:8][C:9]2[CH:10]=[CH:11][C:12]([NH:15][C:16]([C:18]3[C:19](=[O:31])[N:20]([C:25]4[CH:30]=[CH:29][CH:28]=[CH:27][CH:26]=4)[N:21]([CH3:24])[C:22]=3[CH3:23])=[O:17])=[N:13][CH:14]=2)[CH:5]=[CH:4][N:3]=1.C1C=NC2N(O)N=NC=2C=1.CCN=C=NCCCN(C)C.CCN(C(C)C)C(C)C.[C:62]([O:65][CH:66]1[CH2:69][CH:68]([C:70](O)=[O:71])[CH2:67]1)(=[O:64])[CH3:63], predict the reaction product. The product is: [C:62]([O:65][CH:66]1[CH2:69][CH:68]([C:70](=[O:71])[NH:1][C:2]2[CH:7]=[C:6]([O:8][C:9]3[CH:14]=[N:13][C:12]([NH:15][C:16]([C:18]4[C:19](=[O:31])[N:20]([C:25]5[CH:26]=[CH:27][CH:28]=[CH:29][CH:30]=5)[N:21]([CH3:24])[C:22]=4[CH3:23])=[O:17])=[CH:11][CH:10]=3)[CH:5]=[CH:4][N:3]=2)[CH2:67]1)(=[O:64])[CH3:63].